This data is from Reaction yield outcomes from USPTO patents with 853,638 reactions. The task is: Predict the reaction yield, written as a fraction of the theoretical maximum amount of product (1.0 means a 100% yield; for example, 0.34 means a 34% yield). (1) The reactants are [Cl:1][C:2]1[C:7]([Cl:8])=[CH:6][C:5]([CH3:9])=[C:4]([Cl:10])[N:3]=1.[O-:11][Mn](=O)(=O)=O.[K+].[OH2:17]. No catalyst specified. The product is [Cl:10][C:4]1[N:3]=[C:2]([Cl:1])[C:7]([Cl:8])=[CH:6][C:5]=1[C:9]([OH:11])=[O:17]. The yield is 0.180. (2) The reactants are [CH3:1][N:2]1[C:6]([C:7]2[CH:8]=[C:9]([C:14]([O:16]C)=[O:15])[S:10][C:11]=2[CH2:12][CH3:13])=[C:5]([CH3:18])[CH:4]=[N:3]1.[OH-].[Na+]. The catalyst is O1CCCC1. The product is [CH3:1][N:2]1[C:6]([C:7]2[CH:8]=[C:9]([C:14]([OH:16])=[O:15])[S:10][C:11]=2[CH2:12][CH3:13])=[C:5]([CH3:18])[CH:4]=[N:3]1. The yield is 1.00. (3) The reactants are [C:1]([N:8]1[CH2:13][CH2:12][CH2:11][CH2:10][CH:9]1[C:14]#[N:15])([O:3][C:4]([CH3:7])([CH3:6])[CH3:5])=[O:2].Cl.[NH2:17][OH:18].C(N(CC)CC)C. The catalyst is C(O)C. The product is [NH2:15]/[C:14](=[N:17]\[OH:18])/[CH:9]1[CH2:10][CH2:11][CH2:12][CH2:13][N:8]1[C:1]([O:3][C:4]([CH3:7])([CH3:6])[CH3:5])=[O:2]. The yield is 0.950. (4) The reactants are C(CNC(=O)C1C=CC=C(C)C=1NC1C(Cl)=CN=C(Cl)N=1)#N.[Cl:23][C:24]1[C:25]([NH:45][C:46]2[C:57]([CH3:58])=[CH:56][CH:55]=[CH:54][C:47]=2[C:48]([NH:50][CH2:51][C:52]#[N:53])=[O:49])=[N:26][C:27]([NH:30][C:31]2[CH:44]=[CH:43][C:34]3[NH:35][C:36](=[O:42])[CH2:37][CH2:38][C:39]([CH3:41])([CH3:40])[C:33]=3[CH:32]=2)=[N:28][CH:29]=1.NC1C=CC2NC(=O)CCC(C)(C)C=2C=1.C12(CS(O)(=O)=O)C(C)(C)C(CC1)CC2=O.C(O)(C)C. No catalyst specified. The product is [Cl:23][C:24]1[C:25]([NH:45][C:46]2[C:57]([CH3:58])=[CH:56][CH:55]=[CH:54][C:47]=2[C:48]([NH:50][CH2:51][C:52]#[N:53])=[O:49])=[N:26][C:27]([NH:30][C:31]2[CH:44]=[CH:43][C:34]3[NH:35][C:36](=[O:42])[CH2:37][CH2:38][C:39]([CH3:40])([CH3:41])[C:33]=3[CH:32]=2)=[N:28][CH:29]=1. The yield is 0.120. (5) The reactants are Br[C:2]1[C:7]([N:8]([CH2:23][O:24][CH3:25])[S:9]([C:12]2[CH:17]=[CH:16][C:15]([Cl:18])=[C:14]([C:19]([F:22])([F:21])[F:20])[CH:13]=2)(=[O:11])=[O:10])=[CH:6][C:5](C)=[CH:4][N:3]=1.C([Mg][Cl:31])(C)C.[Cl:32][C:33]1[CH:40]=[CH:39][CH:38]=[C:37]([F:41])[C:34]=1[CH:35]=[O:36]. The catalyst is C1COCC1. The product is [Cl:18][C:15]1[CH:16]=[CH:17][C:12]([S:9]([N:8]([C:7]2[C:2]([CH:35]([C:34]3[C:37]([F:41])=[CH:38][CH:39]=[CH:40][C:33]=3[Cl:32])[OH:36])=[N:3][CH:4]=[C:5]([Cl:31])[CH:6]=2)[CH2:23][O:24][CH3:25])(=[O:10])=[O:11])=[CH:13][C:14]=1[C:19]([F:20])([F:21])[F:22]. The yield is 0.510. (6) The reactants are [NH2:1][C:2]1[N:7]=[CH:6][C:5]([CH:8]2[CH2:11][N:10]([C:12]([O:14][C:15]([CH3:18])([CH3:17])[CH3:16])=[O:13])[CH2:9]2)=[CH:4][CH:3]=1.Br[C:20]1[C:21](=[O:28])[N:22]([CH3:27])[CH:23]=[C:24]([Br:26])[CH:25]=1.C(=O)([O-])[O-].[Cs+].[Cs+].CC1(C)C2C(=C(P(C3C=CC=CC=3)C3C=CC=CC=3)C=CC=2)OC2C(P(C3C=CC=CC=3)C3C=CC=CC=3)=CC=CC1=2. The catalyst is C1C=CC(/C=C/C(/C=C/C2C=CC=CC=2)=O)=CC=1.C1C=CC(/C=C/C(/C=C/C2C=CC=CC=2)=O)=CC=1.C1C=CC(/C=C/C(/C=C/C2C=CC=CC=2)=O)=CC=1.[Pd].[Pd].O1CCOCC1. The product is [Br:26][C:24]1[CH:25]=[C:20]([NH:1][C:2]2[N:7]=[CH:6][C:5]([CH:8]3[CH2:9][N:10]([C:12]([O:14][C:15]([CH3:18])([CH3:17])[CH3:16])=[O:13])[CH2:11]3)=[CH:4][CH:3]=2)[C:21](=[O:28])[N:22]([CH3:27])[CH:23]=1. The yield is 0.980. (7) The reactants are [C:1]([Si:5](Cl)([CH3:7])[CH3:6])([CH3:4])([CH3:3])[CH3:2].[OH:9][CH2:10][CH2:11][CH2:12][CH2:13][C:14]([O:16][CH3:17])=[O:15].N1C=CN=C1. The catalyst is C(Cl)Cl. The product is [Si:5]([O:9][CH2:10][CH2:11][CH2:12][CH2:13][C:14]([O:16][CH3:17])=[O:15])([C:1]([CH3:4])([CH3:3])[CH3:2])([CH3:7])[CH3:6]. The yield is 0.520. (8) The reactants are [CH2:1]([O:5][CH:6]1[CH2:11][CH2:10][N:9]([S:12]([CH3:15])(=[O:14])=[O:13])[CH2:8][CH2:7]1)[C:2]#[C:3][CH3:4].[Li+].C[Si]([N-][Si](C)(C)C)(C)C.[N:26]1[CH:31]=[CH:30][CH:29]=[N:28][C:27]=1[CH2:32][CH2:33][CH2:34][C:35](OCC)=[O:36].O. The catalyst is C1COCC1. The product is [CH2:1]([O:5][CH:6]1[CH2:7][CH2:8][N:9]([S:12]([CH2:15][C:35](=[O:36])[CH2:34][CH2:33][CH2:32][C:27]2[N:28]=[CH:29][CH:30]=[CH:31][N:26]=2)(=[O:14])=[O:13])[CH2:10][CH2:11]1)[C:2]#[C:3][CH3:4]. The yield is 0.380.